This data is from Full USPTO retrosynthesis dataset with 1.9M reactions from patents (1976-2016). The task is: Predict the reactants needed to synthesize the given product. (1) Given the product [CH3:3][CH:2]([CH3:4])[C:1]([NH:6][C:7]1[CH:12]=[CH:11][CH:10]=[C:9]([CH:13]2[CH2:18][CH2:17][NH:16][CH2:15][CH2:14]2)[CH:8]=1)=[O:5], predict the reactants needed to synthesize it. The reactants are: [C:1]([NH:6][C:7]1[CH:8]=[C:9]([CH:13]2[CH2:18][CH2:17][N:16](C(OC(C)(C)C)=O)[CH2:15][CH2:14]2)[CH:10]=[CH:11][CH:12]=1)(=[O:5])[CH:2]([CH3:4])[CH3:3].Cl. (2) Given the product [CH3:24][S:21]([N:18]1[C:6]2=[CH:7][CH:8]=[C:9]3[C:4]([N:3]=[C:2]([C:29]4[CH:30]=[CH:31][C:26]([NH2:25])=[CH:27][CH:28]=4)[N:11]=[C:10]3[N:12]3[CH2:17][CH2:16][O:15][CH2:14][CH2:13]3)=[C:5]2[CH:20]=[CH:19]1)(=[O:23])=[O:22], predict the reactants needed to synthesize it. The reactants are: Cl[C:2]1[N:11]=[C:10]([N:12]2[CH2:17][CH2:16][O:15][CH2:14][CH2:13]2)[C:9]2[C:4](=[C:5]3[CH:20]=[CH:19][N:18]([S:21]([CH3:24])(=[O:23])=[O:22])[C:6]3=[CH:7][CH:8]=2)[N:3]=1.[NH2:25][C:26]1[CH:31]=[CH:30][C:29](B(O)O)=[CH:28][CH:27]=1.C([O-])([O-])=O.[Na+].[Na+]. (3) Given the product [O:1]=[C:2]1[C:10]2[C:5](=[CH:6][CH:7]=[CH:8][CH:9]=2)[C:4](=[O:11])[N:3]1[CH2:12][C@H:13]([NH:26][C:27]([C@H:47]1[CH2:48][C@@H:46]1[C:42]1[S:41][CH:45]=[CH:44][CH:43]=1)=[O:28])[C:14]1[CH:19]=[CH:18][C:17]([O:20][CH2:21][C@@H:22]([CH3:25])[CH2:23][CH3:24])=[CH:16][CH:15]=1, predict the reactants needed to synthesize it. The reactants are: [O:1]=[C:2]1[C:10]2[C:5](=[CH:6][CH:7]=[CH:8][CH:9]=2)[C:4](=[O:11])[N:3]1[CH2:12][C@H:13]([NH:26][C:27](=O)[O:28]C(C)(C)C)[C:14]1[CH:19]=[CH:18][C:17]([O:20][CH2:21][C@@H:22]([CH3:25])[CH2:23][CH3:24])=[CH:16][CH:15]=1.FC(F)(F)C(O)=O.[S:41]1[CH:45]=[CH:44][CH:43]=[C:42]1[CH:46]1[CH2:48][CH:47]1C(Cl)=O.C(N(CC)CC)C. (4) Given the product [CH3:9][C@@H:10]1[C:16]2[CH:17]=[C:18]([C:21]([O:23][CH2:24][CH3:25])=[O:22])[CH:19]=[CH:20][C:15]=2[O:14][CH2:13][CH2:12][N:11]1[C:6]([C:2]1([CH3:1])[CH2:3][CH2:4][CH2:5]1)=[O:8], predict the reactants needed to synthesize it. The reactants are: [CH3:1][C:2]1([C:6]([OH:8])=O)[CH2:5][CH2:4][CH2:3]1.[CH3:9][C@@H:10]1[C:16]2[CH:17]=[C:18]([C:21]([O:23][CH2:24][CH3:25])=[O:22])[CH:19]=[CH:20][C:15]=2[O:14][CH2:13][CH2:12][NH:11]1.CN(C(ON1N=NC2C=CC=NC1=2)=[N+](C)C)C.F[P-](F)(F)(F)(F)F.CCN(C(C)C)C(C)C. (5) Given the product [Cl:32][C:33]1[CH:38]=[CH:37][CH:36]=[CH:35][C:34]=1[S:39]([NH:8][C:7]1[CH:6]=[CH:5][C:4]([F:9])=[C:3]([NH:10][C:11]2[C:16]([C:17]3[N:25]=[CH:24][N:23]=[C:22]4[C:18]=3[N:19]=[CH:20][N:21]4[CH:26]3[CH2:31][CH2:30][CH2:29][CH2:28][O:27]3)=[CH:15][CH:14]=[CH:13][N:12]=2)[C:2]=1[F:1])(=[O:41])=[O:40], predict the reactants needed to synthesize it. The reactants are: [F:1][C:2]1[C:7]([NH2:8])=[CH:6][CH:5]=[C:4]([F:9])[C:3]=1[NH:10][C:11]1[C:16]([C:17]2[N:25]=[CH:24][N:23]=[C:22]3[C:18]=2[N:19]=[CH:20][N:21]3[CH:26]2[CH2:31][CH2:30][CH2:29][CH2:28][O:27]2)=[CH:15][CH:14]=[CH:13][N:12]=1.[Cl:32][C:33]1[CH:38]=[CH:37][CH:36]=[CH:35][C:34]=1[S:39](Cl)(=[O:41])=[O:40].N1C=CC=CC=1. (6) Given the product [CH2:54]([O:56][C:57](=[O:65])[CH2:58][O:59][CH:60]1[CH2:64][CH2:63][N:62]([CH2:10][CH:9]([N:7]([C:6]([O:5][C:1]([CH3:4])([CH3:3])[CH3:2])=[O:18])[CH3:8])[C:12]2[CH:17]=[CH:16][CH:15]=[CH:14][CH:13]=2)[CH2:61]1)[CH3:55], predict the reactants needed to synthesize it. The reactants are: [C:1]([O:5][C:6](=[O:18])[N:7]([CH:9]([C:12]1[CH:17]=[CH:16][CH:15]=[CH:14][CH:13]=1)[CH2:10]O)[CH3:8])([CH3:4])([CH3:3])[CH3:2].CC(OI1(OC(C)=O)(OC(C)=O)OC(=O)C2C=CC=CC1=2)=O.C(=O)(O)[O-].[Na+].S([O-])([O-])(=O)=S.[Na+].[Na+].Cl.[CH2:54]([O:56][C:57](=[O:65])[CH2:58][O:59][C@H:60]1[CH2:64][CH2:63][NH:62][CH2:61]1)[CH3:55].C(N(C(C)C)CC)(C)C.C(O[BH-](OC(=O)C)OC(=O)C)(=O)C.[Na+]. (7) Given the product [NH2:22][C:12]([C:11]1[CH:15]=[C:16]([F:19])[CH:17]=[CH:18][C:10]=1[CH2:9][NH:8][C:6](=[O:7])[O:5][C:1]([CH3:4])([CH3:3])[CH3:2])=[O:13], predict the reactants needed to synthesize it. The reactants are: [C:1]([O:5][C:6]([NH:8][CH2:9][C:10]1[CH:18]=[CH:17][C:16]([F:19])=[CH:15][C:11]=1[C:12](O)=[O:13])=[O:7])([CH3:4])([CH3:3])[CH3:2].Cl.C[N:22](C)CCCN=C=NCC.ON1C2N=CC=CC=2N=N1.